Dataset: NCI-60 drug combinations with 297,098 pairs across 59 cell lines. Task: Regression. Given two drug SMILES strings and cell line genomic features, predict the synergy score measuring deviation from expected non-interaction effect. (1) Drug 1: C1=NC2=C(N1)C(=S)N=C(N2)N. Drug 2: CC1=CC=C(C=C1)C2=CC(=NN2C3=CC=C(C=C3)S(=O)(=O)N)C(F)(F)F. Cell line: OVCAR3. Synergy scores: CSS=51.4, Synergy_ZIP=-1.67, Synergy_Bliss=-2.21, Synergy_Loewe=-22.5, Synergy_HSA=-0.814. (2) Drug 1: C(=O)(N)NO. Drug 2: C1=NNC2=C1C(=O)NC=N2. Cell line: HT29. Synergy scores: CSS=6.40, Synergy_ZIP=-2.41, Synergy_Bliss=-2.35, Synergy_Loewe=-5.28, Synergy_HSA=-3.35.